From a dataset of Full USPTO retrosynthesis dataset with 1.9M reactions from patents (1976-2016). Predict the reactants needed to synthesize the given product. (1) The reactants are: [CH3:1][C:2]1[CH:7]=[CH:6][C:5]([C:8]([C:17]2[CH:22]=[CH:21][C:20]([CH3:23])=[CH:19][CH:18]=2)([C:10]2[CH:15]=[CH:14][C:13]([CH3:16])=[CH:12][CH:11]=2)O)=[CH:4][CH:3]=1.S(Cl)(Cl)=O.[NH:28]1[CH2:33][CH2:32][CH2:31][CH2:30][CH2:29]1. Given the product [CH3:1][C:2]1[CH:7]=[CH:6][C:5]([C:8]([C:17]2[CH:22]=[CH:21][C:20]([CH3:23])=[CH:19][CH:18]=2)([C:10]2[CH:15]=[CH:14][C:13]([CH3:16])=[CH:12][CH:11]=2)[N:28]2[CH2:33][CH2:32][CH2:31][CH2:30][CH2:29]2)=[CH:4][CH:3]=1, predict the reactants needed to synthesize it. (2) Given the product [Br:1][C:2]1[CH:3]=[C:4]2[C:5](=[CH:7][CH:8]=1)[NH:6][C:18](=[O:19])[C:17]([C:13]1[S:12][CH:16]=[CH:15][CH:14]=1)=[N:9]2, predict the reactants needed to synthesize it. The reactants are: [Br:1][C:2]1[CH:8]=[CH:7][C:5]([NH2:6])=[C:4]([N+:9]([O-])=O)[CH:3]=1.[S:12]1[CH:16]=[CH:15][CH:14]=[C:13]1[C:17](=O)[C:18](O)=[O:19]. (3) Given the product [Br:1][C:2]1[CH:3]=[N:4][CH:5]=[C:6]([CH:10]=1)[C:7]([O:9][CH3:11])=[O:8], predict the reactants needed to synthesize it. The reactants are: [Br:1][C:2]1[CH:3]=[N:4][CH:5]=[C:6]([CH:10]=1)[C:7]([OH:9])=[O:8].[C:11](=O)([O-])[O-].[K+].[K+].CI. (4) Given the product [Br:1][C:2]1[C:11]([O:12][CH2:13][CH3:14])=[CH:10][C:5]([C:6]([OH:8])=[O:7])=[CH:4][C:3]=1[O:15][CH2:16][CH3:17], predict the reactants needed to synthesize it. The reactants are: [Br:1][C:2]1[C:11]([O:12][CH2:13][CH3:14])=[CH:10][C:5]([C:6]([O:8]C)=[O:7])=[CH:4][C:3]=1[O:15][CH2:16][CH3:17].[OH-].[Na+]. (5) Given the product [C:1]([N:5]1[C:9]([C:10]2[CH:11]=[CH:12][C:13]([F:16])=[CH:14][CH:15]=2)=[C:8]([C:17]2[S:18][CH:19]=[C:20]([CH2:22][NH:23][C:31](=[O:32])[CH2:30][CH:29]3[CH2:28][CH2:27][O:26][CH2:25][CH2:24]3)[N:21]=2)[CH:7]=[N:6]1)([CH3:4])([CH3:3])[CH3:2], predict the reactants needed to synthesize it. The reactants are: [C:1]([N:5]1[C:9]([C:10]2[CH:15]=[CH:14][C:13]([F:16])=[CH:12][CH:11]=2)=[C:8]([C:17]2[S:18][CH:19]=[C:20]([CH2:22][NH2:23])[N:21]=2)[CH:7]=[N:6]1)([CH3:4])([CH3:3])[CH3:2].[CH2:24]1[CH:29]([CH2:30][C:31](O)=[O:32])[CH2:28][CH2:27][O:26][CH2:25]1. (6) Given the product [N+:8]([C:5]1[CH:6]=[CH:7][C:2]([O:15][CH:13]([CH3:14])[C:12]([F:17])([F:16])[F:11])=[CH:3][CH:4]=1)([O-:10])=[O:9], predict the reactants needed to synthesize it. The reactants are: F[C:2]1[CH:7]=[CH:6][C:5]([N+:8]([O-:10])=[O:9])=[CH:4][CH:3]=1.[F:11][C:12]([F:17])([F:16])[CH:13]([OH:15])[CH3:14].C(=O)([O-])[O-].[Cs+].[Cs+].Cl. (7) Given the product [Br:22][C:19]1[CH:20]=[CH:21][C:16]([C:15]([NH:14][CH:11]2[CH2:10][CH2:9][NH:8][CH2:13][CH2:12]2)=[O:43])=[C:17]([NH:23][C:24]2([CH2:35][C:36]3[CH:41]=[CH:40][CH:39]=[C:38]([Cl:42])[CH:37]=3)[C:32]3[C:27](=[CH:28][C:29]([Cl:33])=[CH:30][CH:31]=3)[NH:26][C:25]2=[O:34])[CH:18]=1, predict the reactants needed to synthesize it. The reactants are: C(OC([N:8]1[CH2:13][CH2:12][CH:11]([NH:14][C:15](=[O:43])[C:16]2[CH:21]=[CH:20][C:19]([Br:22])=[CH:18][C:17]=2[NH:23][C:24]2([CH2:35][C:36]3[CH:41]=[CH:40][CH:39]=[C:38]([Cl:42])[CH:37]=3)[C:32]3[C:27](=[CH:28][C:29]([Cl:33])=[CH:30][CH:31]=3)[NH:26][C:25]2=[O:34])[CH2:10][CH2:9]1)=O)(C)(C)C.C(O)(C(F)(F)F)=O.